This data is from Full USPTO retrosynthesis dataset with 1.9M reactions from patents (1976-2016). The task is: Predict the reactants needed to synthesize the given product. (1) Given the product [C:25]([C:23]1[CH:22]=[CH:21][N:20]=[C:19]([NH:18][C:15]([C:13]2[N:14]=[C:10]([C:8]3[CH:7]=[CH:6][C:5]4[O:1][CH2:2][CH2:3][C:4]=4[CH:9]=3)[S:11][CH:12]=2)=[O:17])[CH:24]=1)#[N:26], predict the reactants needed to synthesize it. The reactants are: [O:1]1[C:5]2[CH:6]=[CH:7][C:8]([C:10]3[S:11][CH:12]=[C:13]([C:15]([OH:17])=O)[N:14]=3)=[CH:9][C:4]=2[CH2:3][CH2:2]1.[NH2:18][C:19]1[CH:24]=[C:23]([C:25]#[N:26])[CH:22]=[CH:21][N:20]=1.F[P-](F)(F)(F)(F)F.N1(OC(N(C)C)=[N+](C)C)C2C=CC=CC=2N=N1.C(N(CC)C(C)C)(C)C. (2) Given the product [O:1]1[CH2:5][CH2:4][CH2:3][CH:2]1[C:6]1[CH:18]=[CH:17][C:9]([C:10]([O:12][C:13]([CH3:14])([CH3:16])[CH3:15])=[O:11])=[CH:8][CH:7]=1, predict the reactants needed to synthesize it. The reactants are: [O:1]1[CH:5]=[CH:4][CH:3]=[C:2]1[C:6]1[CH:18]=[CH:17][C:9]([C:10]([O:12][C:13]([CH3:16])([CH3:15])[CH3:14])=[O:11])=[CH:8][CH:7]=1. (3) Given the product [CH2:14]([O:13][C:11]([N:4]([CH2:1][CH:2]1[O:29][CH2:3]1)[C:5]1[CH:10]=[CH:9][CH:8]=[CH:7][CH:6]=1)=[O:12])[C:15]1[CH:20]=[CH:19][CH:18]=[CH:17][CH:16]=1, predict the reactants needed to synthesize it. The reactants are: [CH2:1]([N:4]([C:11]([O:13][CH2:14][C:15]1[CH:20]=[CH:19][CH:18]=[CH:17][CH:16]=1)=[O:12])[C:5]1[CH:10]=[CH:9][CH:8]=[CH:7][CH:6]=1)[CH:2]=[CH2:3].ClC1C=CC=C(C(OO)=[O:29])C=1.S([O-])(O)=O.[Na+]. (4) Given the product [NH3:1].[CH:40]1([NH:1][CH2:2][CH2:3][C:4]2[CH:5]=[CH:6][C:7]([O:8][CH2:9][CH2:10][C:11]3[CH:16]=[CH:15][C:14]([OH:17])=[C:13]([C@@H:18]([C:28]4[CH:29]=[CH:30][CH:31]=[CH:32][CH:33]=4)[CH2:19][CH2:20][N:21]([CH:25]([CH3:26])[CH3:27])[CH:22]([CH3:24])[CH3:23])[CH:12]=3)=[CH:34][CH:35]=2)[CH2:45][CH2:44][CH2:43][CH2:42][CH2:41]1, predict the reactants needed to synthesize it. The reactants are: [NH2:1][CH2:2][CH2:3][C:4]1[CH:35]=[CH:34][C:7]([O:8][CH2:9][CH2:10][C:11]2[CH:16]=[CH:15][C:14]([OH:17])=[C:13]([C@@H:18]([C:28]3[CH:33]=[CH:32][CH:31]=[CH:30][CH:29]=3)[CH2:19][CH2:20][N:21]([CH:25]([CH3:27])[CH3:26])[CH:22]([CH3:24])[CH3:23])[CH:12]=2)=[CH:6][CH:5]=1.C(O)(=O)C.[C:40]1(=O)[CH2:45][CH2:44][CH2:43][CH2:42][CH2:41]1.